From a dataset of Full USPTO retrosynthesis dataset with 1.9M reactions from patents (1976-2016). Predict the reactants needed to synthesize the given product. (1) Given the product [CH3:1][O:2][C:3]1[CH:8]=[CH:7][C:6]([O:9][CH3:10])=[CH:5][C:4]=1[C:11]1[CH:16]=[CH:15][C:14]([C:17]([OH:19])=[O:18])=[CH:13][C:12]=1[CH3:21], predict the reactants needed to synthesize it. The reactants are: [CH3:1][O:2][C:3]1[CH:8]=[CH:7][C:6]([O:9][CH3:10])=[CH:5][C:4]=1[C:11]1[CH:16]=[CH:15][C:14]([C:17]([O:19]C)=[O:18])=[CH:13][C:12]=1[CH3:21].[OH-].[Na+]. (2) Given the product [NH:3]1[C:11]2[C:6](=[CH:7][CH:8]=[CH:9][CH:10]=2)[C:5]([CH:12]2[CH2:17][CH2:16][CH:15]([NH:18][CH:19]([CH:23]3[CH2:24][CH2:25][N:26]([C:41](=[O:42])/[CH:40]=[CH:39]/[C:35]4[CH:34]=[C:33]5[C:38](=[CH:37][CH:36]=4)[O:29][CH2:30][CH2:31][CH2:32]5)[CH2:27][CH2:28]3)[C:20]([NH2:22])=[O:21])[CH2:14][CH2:13]2)=[CH:4]1, predict the reactants needed to synthesize it. The reactants are: Cl.Cl.[NH:3]1[C:11]2[C:6](=[CH:7][CH:8]=[CH:9][CH:10]=2)[C:5]([CH:12]2[CH2:17][CH2:16][CH:15]([NH:18][CH:19]([CH:23]3[CH2:28][CH2:27][NH:26][CH2:25][CH2:24]3)[C:20]([NH2:22])=[O:21])[CH2:14][CH2:13]2)=[CH:4]1.[O:29]1[C:38]2[C:33](=[CH:34][C:35](/[CH:39]=[CH:40]/[C:41](O)=[O:42])=[CH:36][CH:37]=2)[CH2:32][CH2:31][CH2:30]1. (3) Given the product [Cl:14][C:8]1[O:9][C:5]2[CH:4]=[CH:3][C:2]([CH3:1])=[CH:11][C:6]=2[N:7]=1, predict the reactants needed to synthesize it. The reactants are: [CH3:1][C:2]1[CH:3]=[CH:4][C:5]2[O:9][C:8](S)=[N:7][C:6]=2[CH:11]=1.P(Cl)(Cl)([Cl:14])=O.P(Cl)(Cl)(Cl)(Cl)Cl. (4) Given the product [CH3:1][C:2]1[CH:7]=[C:6]([N+:8]([O-:10])=[O:9])[CH:5]=[CH:4][C:3]=1[C:11]([NH2:12])=[O:14], predict the reactants needed to synthesize it. The reactants are: [CH3:1][C:2]1[CH:7]=[C:6]([N+:8]([O-:10])=[O:9])[CH:5]=[CH:4][C:3]=1[C:11]#[N:12].S(=O)(=O)(O)[OH:14]. (5) Given the product [Cl:1][C:2]1[CH:3]=[C:4]([CH2:9][OH:10])[CH:5]=[N:6][C:7]=1[C:11]1[CH:16]=[CH:15][CH:14]=[CH:13][CH:12]=1, predict the reactants needed to synthesize it. The reactants are: [Cl:1][C:2]1[CH:3]=[C:4]([CH2:9][OH:10])[CH:5]=[N:6][C:7]=1Cl.[C:11]1(B(O)O)[CH:16]=[CH:15][CH:14]=[CH:13][CH:12]=1.C([O-])([O-])=O.[K+].[K+].C(OCC)(=O)C. (6) Given the product [NH2:1][C:2]1[CH:3]=[CH:4][C:5]([C:12]2[CH:17]=[CH:16][CH:15]=[C:14]([O:18][Si:19]([C:22]([CH3:25])([CH3:24])[CH3:23])([CH3:21])[CH3:20])[CH:13]=2)=[C:6]2[C:10]=1[C:9](=[O:11])[NH:8][CH2:7]2, predict the reactants needed to synthesize it. The reactants are: [NH2:1][C:2]1[CH:3]=[CH:4][C:5]([C:12]2[CH:17]=[CH:16][CH:15]=[C:14]([OH:18])[CH:13]=2)=[C:6]2[C:10]=1[C:9](=[O:11])[NH:8][CH2:7]2.[Si:19](Cl)([C:22]([CH3:25])([CH3:24])[CH3:23])([CH3:21])[CH3:20].C1CCN2C(=NCCC2)CC1. (7) Given the product [Br:1][C:2]1[CH:3]=[CH:4][C:5]([C@H:8]2[C:17]3[C:12](=[CH:13][CH:14]=[C:15]([O:18][CH2:35][CH2:29][CH2:30][Cl:52])[CH:16]=3)[C@H:11]3[CH2:19][CH2:20][C:21](=[O:22])[N:10]3[CH2:9]2)=[CH:6][CH:7]=1, predict the reactants needed to synthesize it. The reactants are: [Br:1][C:2]1[CH:7]=[CH:6][C:5]([C@H:8]2[C:17]3[C:12](=[CH:13][CH:14]=[C:15]([OH:18])[CH:16]=3)[C@H:11]3[CH2:19][CH2:20][C:21](=[O:22])[N:10]3[CH2:9]2)=[CH:4][CH:3]=1.C([O-])([O-])=O.[K+].[K+].[C:29]1([C@H:35]2C3C(=CC=C(OC)C=3)[C@H]3CCC(=O)N3C2)C=CC=C[CH:30]=1.C(Cl)[Cl:52]. (8) The reactants are: C([Mg]Cl)(C)C.[Cl:6][C:7]1[CH:8]=[C:9]([CH:12]=[C:13]([O:15][C:16]2[C:21]([Br:22])=[CH:20][CH:19]=[C:18](Br)[C:17]=2[F:24])[CH:14]=1)[C:10]#[N:11].CN([CH:28]=[O:29])C. Given the product [Br:22][C:21]1[C:16]([O:15][C:13]2[CH:12]=[C:9]([CH:8]=[C:7]([Cl:6])[CH:14]=2)[C:10]#[N:11])=[C:17]([F:24])[C:18]([CH:28]=[O:29])=[CH:19][CH:20]=1, predict the reactants needed to synthesize it. (9) Given the product [Cl:1][C:2]1[C:7]([N:8]2[C:12]([CH3:13])=[CH:11][C:10]([CH3:14])=[N:9]2)=[C:6]([NH:15][CH:16]([CH3:18])[CH3:17])[N:5]2[N:19]=[CH:20][C:21]([C:22]([OH:24])=[O:23])=[C:4]2[N:3]=1, predict the reactants needed to synthesize it. The reactants are: [Cl:1][C:2]1[C:7]([N:8]2[C:12]([CH3:13])=[CH:11][C:10]([CH3:14])=[N:9]2)=[C:6]([NH:15][CH:16]([CH3:18])[CH3:17])[N:5]2[N:19]=[CH:20][C:21]([C:22]([O:24]C)=[O:23])=[C:4]2[N:3]=1.[OH-].[K+].Cl. (10) Given the product [Br:1][C:2]1[CH:7]=[CH:6][CH:5]=[CH:4][C:3]=1[SiH:15]([CH3:17])[CH3:16], predict the reactants needed to synthesize it. The reactants are: [Br:1][C:2]1[CH:7]=[CH:6][CH:5]=[CH:4][C:3]=1Br.[Li]CCCC.Cl[SiH:15]([CH3:17])[CH3:16].